Predict hERG channel inhibition at various concentrations. From a dataset of hERG Central: cardiac toxicity at 1µM, 10µM, and general inhibition. (1) The drug is N#CCCn1cc(C(=O)Nc2ccc([N+](=O)[O-])cc2)c(-c2cccs2)n1. Results: hERG_inhib (hERG inhibition (general)): blocker. (2) Results: hERG_inhib (hERG inhibition (general)): blocker. The drug is CCOC(=O)C1CCN(C(=O)c2ccc3c(c2)S(=O)(=O)c2ccccc2C3=O)CC1. (3) The compound is O=C(c1ccco1)N1CCN(C(=O)c2ccc(COc3ccc(F)cc3)o2)CC1. Results: hERG_inhib (hERG inhibition (general)): blocker. (4) The drug is Cc1cc2ccc3ccccc3c2cc1CN(C)C.Cl. Results: hERG_inhib (hERG inhibition (general)): blocker. (5) The molecule is Cc1cc(C)c(C)c(OCC(O)CN2CCN(c3ccccn3)CC2)c1.Cl. Results: hERG_inhib (hERG inhibition (general)): blocker. (6) The compound is O=C(Cc1cccs1)N1CCCC(c2nc3c(nnn3Cc3cccc(Cl)c3)c(=O)[nH]2)C1. Results: hERG_inhib (hERG inhibition (general)): blocker. (7) The molecule is COC(=O)C(/C=N/OCc1ccc([N+](=O)[O-])cc1)NC(=O)c1ccc(Cl)cc1Cl. Results: hERG_inhib (hERG inhibition (general)): blocker. (8) The compound is CC1CCN(CCc2nc3ccccc3[nH]2)CC1. Results: hERG_inhib (hERG inhibition (general)): blocker. (9) The molecule is O=C(NC1CC1)C1CCN(c2ncnc3c2sc2cccc(F)c23)CC1. Results: hERG_inhib (hERG inhibition (general)): blocker.